This data is from Forward reaction prediction with 1.9M reactions from USPTO patents (1976-2016). The task is: Predict the product of the given reaction. (1) Given the reactants Cl[C:2]1[C:7]([C:8]#[N:9])=[CH:6][N:5]=[C:4]([CH3:10])[C:3]=1[I:11].[NH2:12][C:13]1[CH:14]=[C:15]2[C:19](=[CH:20][CH:21]=1)[NH:18][CH:17]=[CH:16]2, predict the reaction product. The product is: [I:11][C:3]1[C:4]([CH3:10])=[N:5][CH:6]=[C:7]([C:2]=1[NH:12][C:13]1[CH:14]=[C:15]2[C:19](=[CH:20][CH:21]=1)[NH:18][CH:17]=[CH:16]2)[C:8]#[N:9]. (2) Given the reactants [CH:1]1([CH:4]([NH:8][C:9]2[C:21]3[C:20]4[CH:19]=[CH:18][C:17](B5OC(C)(C)C(C)(C)O5)=[CH:16][C:15]=4[NH:14][C:13]=3[C:12]([C:31]([NH2:33])=[O:32])=[CH:11][N:10]=2)[CH:5]2[CH2:7][CH2:6]2)[CH2:3][CH2:2]1.Cl[C:35]1[N:36]=[N:37][CH:38]=[CH:39][CH:40]=1.C1(P(C2CCCCC2)C2CCCCC2)CCCCC1.[O-]P([O-])([O-])=O.[K+].[K+].[K+], predict the reaction product. The product is: [CH:1]1([CH:4]([NH:8][C:9]2[C:21]3[C:20]4[CH:19]=[CH:18][C:17]([C:35]5[N:36]=[N:37][CH:38]=[CH:39][CH:40]=5)=[CH:16][C:15]=4[NH:14][C:13]=3[C:12]([C:31]([NH2:33])=[O:32])=[CH:11][N:10]=2)[CH:5]2[CH2:6][CH2:7]2)[CH2:3][CH2:2]1. (3) The product is: [C:17]([N:14]1[C:15]2[C:11](=[CH:10][CH:9]=[C:8]([CH2:7][C:6]([OH:41])=[O:5])[CH:16]=2)[C:12]([NH:20][C:21]([N:23]2[C@H:28]([C:29](=[O:40])[NH:30][CH2:31][C:32]3[CH:37]=[CH:36][CH:35]=[C:34]([Cl:38])[C:33]=3[F:39])[CH2:27][C@@H:26]3[C@H:24]2[CH2:25]3)=[O:22])=[CH:13]1)(=[O:19])[NH2:18]. Given the reactants C([O:5][C:6](=[O:41])[CH2:7][C:8]1[CH:16]=[C:15]2[C:11]([C:12]([NH:20][C:21]([N:23]3[C@H:28]([C:29](=[O:40])[NH:30][CH2:31][C:32]4[CH:37]=[CH:36][CH:35]=[C:34]([Cl:38])[C:33]=4[F:39])[CH2:27][C@@H:26]4[C@H:24]3[CH2:25]4)=[O:22])=[CH:13][N:14]2[C:17](=[O:19])[NH2:18])=[CH:10][CH:9]=1)(C)(C)C.C(O)(C(F)(F)F)=O, predict the reaction product. (4) Given the reactants [CH3:1][N:2]1[C:7](=[O:8])[C:6]([N:9]2[CH2:14][CH2:13][O:12][CH2:11][CH2:10]2)=[C:5]2[C:15](=[O:31])[N:16]([CH2:19][CH2:20][C:21]3[CH:30]=[CH:29][C:28]4[C:23](=[CH:24][CH:25]=[CH:26][CH:27]=4)[N:22]=3)[C:17](=O)[C:4]2=[CH:3]1.COC1C=CC(P2(SP(C3C=CC(OC)=CC=3)(=S)S2)=[S:41])=CC=1, predict the reaction product. The product is: [CH3:1][N:2]1[C:7](=[O:8])[C:6]([N:9]2[CH2:14][CH2:13][O:12][CH2:11][CH2:10]2)=[C:5]2[C:15](=[O:31])[N:16]([CH2:19][CH2:20][C:21]3[CH:30]=[CH:29][C:28]4[C:23](=[CH:24][CH:25]=[CH:26][CH:27]=4)[N:22]=3)[C:17](=[S:41])[C:4]2=[CH:3]1.